Dataset: Catalyst prediction with 721,799 reactions and 888 catalyst types from USPTO. Task: Predict which catalyst facilitates the given reaction. (1) Reactant: ClC1C=C(N[C:16]2[C:25]3[C:20](=[CH:21][C:22](F)=[C:23]([O:26][CH3:27])[CH:24]=3)[N:19]=[CH:18][C:17]=2[C:29]#[N:30])C=CC=1SC1N(C)C=CN=1.N1(CCN2CCNCC2)C=CN=C1. Product: [CH3:27][O:26][C:23]1[CH:24]=[C:25]2[C:20](=[CH:21][CH:22]=1)[N:19]=[CH:18][C:17]([C:29]#[N:30])=[CH:16]2. The catalyst class is: 60. (2) Reactant: [CH:1]1[C:9]2[C:8]3[CH2:10][CH2:11][CH2:12][CH2:13][CH2:14][CH2:15][C:7]=3[O:6][C:5]=2[CH:4]=[CH:3][C:2]=1[NH2:16].[CH:17]1([CH2:23][C:24](Cl)=[O:25])[CH2:22][CH2:21][CH2:20][CH2:19][CH2:18]1. Product: [CH:17]1([CH2:23][C:24]([NH:16][C:2]2[CH:3]=[CH:4][C:5]3[O:6][C:7]4[CH2:15][CH2:14][CH2:13][CH2:12][CH2:11][CH2:10][C:8]=4[C:9]=3[CH:1]=2)=[O:25])[CH2:22][CH2:21][CH2:20][CH2:19][CH2:18]1. The catalyst class is: 17. (3) Product: [NH2:11][C:12]1([PH:20]([NH:22][C:23](=[O:32])[CH2:24][CH2:25][C:26]2[CH:31]=[CH:30][CH:29]=[CH:28][CH:27]=2)=[O:21])[CH2:17][CH2:16][CH2:15][N:14]([NH2:18])[C:13]1=[O:19]. Reactant: C(OC([NH:11][C:12]1([PH:20]([NH:22][C:23](=[O:32])[CH:24]=[CH:25][C:26]2[CH:31]=[CH:30][CH:29]=[CH:28][CH:27]=2)=[O:21])[CH2:17][CH2:16][CH2:15][N:14]([NH2:18])[C:13]1=[O:19])=O)C1C=CC=CC=1. The catalyst class is: 29. (4) Product: [Br:11][CH2:9][C:8]([C:6]1[CH:5]=[CH:4][CH:3]=[C:2]([Br:1])[N:7]=1)=[O:10]. Reactant: [Br:1][C:2]1[N:7]=[C:6]([C:8](=[O:10])[CH3:9])[CH:5]=[CH:4][CH:3]=1.[Br:11]Br. The catalyst class is: 15. (5) Reactant: [CH3:1][O:2][C:3]([C:5]1([CH3:12])[C@@H:11]2[C@@H:9]([O:10]2)[CH2:8][CH2:7][CH2:6]1)=[O:4].CO.[NH4+].[Cl-].[N-:17]=[N+:18]=[N-:19].[Na+]. Product: [CH3:1][O:2][C:3]([C:5]1([CH3:12])[CH2:6][CH2:7][CH2:8][CH:9]([N:17]=[N+:18]=[N-:19])[CH:11]1[OH:10])=[O:4]. The catalyst class is: 6. (6) The catalyst class is: 22. Product: [N:37]([C:24]([C:21]1[N:19]2[CH2:20][C@H:14]([C:8]3[CH:9]=[CH:10][CH:11]=[C:12]([F:13])[C:7]=3[F:6])[CH2:15][CH2:16][C@@H:17]([NH2:29])[C:18]2=[N:23][CH:22]=1)([CH3:25])[CH3:26])=[N+:38]=[N-:39]. Reactant: CS(O)(=O)=O.[F:6][C:7]1[C:12]([F:13])=[CH:11][CH:10]=[CH:9][C:8]=1[C@H:14]1[CH2:20][N:19]2[C:21]([C:24](OC)([CH3:26])[CH3:25])=[CH:22][N:23]=[C:18]2[C@H:17]([NH:29]C(=O)OC(C)(C)C)[CH2:16][CH2:15]1.[N-:37]=[N+:38]=[N-:39].[Na+]. (7) Reactant: [CH2:1]([N:3]1[C:8](=[O:9])[CH2:7][O:6][C:5]2[CH:10]=[C:11]([N+:14]([O-])=O)[CH:12]=[CH:13][C:4]1=2)[CH3:2].[H][H]. Product: [NH2:14][C:11]1[CH:12]=[CH:13][C:4]2[N:3]([CH2:1][CH3:2])[C:8](=[O:9])[CH2:7][O:6][C:5]=2[CH:10]=1. The catalyst class is: 43. (8) Product: [CH3:56][O:57][C:58](=[O:59])[CH:60]=[CH:32][CH:18]1[CH:19]2[CH:23]([O:22][CH:21]([CH:24]=[CH:25][C:26]3[CH:27]=[CH:28][CH:29]=[CH:30][CH:31]=3)[O:20]2)[CH:16]([N:11]2[CH:10]=[N:9][C:8]3[C:12]2=[N:13][CH:14]=[N:15][C:7]=3[NH:6][C:4]([NH:3][CH2:1][CH3:2])=[O:5])[O:17]1. The catalyst class is: 115. Reactant: [CH2:1]([NH:3][C:4]([NH:6][C:7]1[N:15]=[CH:14][N:13]=[C:12]2[C:8]=1[N:9]=[CH:10][N:11]2[CH:16]1[CH:23]2[CH:19]([O:20][CH:21]([CH:24]=[CH:25][C:26]3[CH:31]=[CH:30][CH:29]=[CH:28][CH:27]=3)[O:22]2)[CH:18]([CH2:32]O)[O:17]1)=[O:5])[CH3:2].CC(OI1(OC(C)=O)(OC(C)=O)OC(=O)C2C=CC=CC1=2)=O.[CH3:56][O:57][C:58]([CH:60]=P(C1C=CC=CC=1)(C1C=CC=CC=1)C1C=CC=CC=1)=[O:59].